Regression. Given two drug SMILES strings and cell line genomic features, predict the synergy score measuring deviation from expected non-interaction effect. From a dataset of NCI-60 drug combinations with 297,098 pairs across 59 cell lines. Drug 1: CC12CCC3C(C1CCC2=O)CC(=C)C4=CC(=O)C=CC34C. Drug 2: CN(CC1=CN=C2C(=N1)C(=NC(=N2)N)N)C3=CC=C(C=C3)C(=O)NC(CCC(=O)O)C(=O)O. Cell line: UO-31. Synergy scores: CSS=36.3, Synergy_ZIP=-7.39, Synergy_Bliss=-5.53, Synergy_Loewe=-9.76, Synergy_HSA=-0.343.